From a dataset of NCI-60 drug combinations with 297,098 pairs across 59 cell lines. Regression. Given two drug SMILES strings and cell line genomic features, predict the synergy score measuring deviation from expected non-interaction effect. (1) Drug 1: CC=C1C(=O)NC(C(=O)OC2CC(=O)NC(C(=O)NC(CSSCCC=C2)C(=O)N1)C(C)C)C(C)C. Drug 2: CC1=C(N=C(N=C1N)C(CC(=O)N)NCC(C(=O)N)N)C(=O)NC(C(C2=CN=CN2)OC3C(C(C(C(O3)CO)O)O)OC4C(C(C(C(O4)CO)O)OC(=O)N)O)C(=O)NC(C)C(C(C)C(=O)NC(C(C)O)C(=O)NCCC5=NC(=CS5)C6=NC(=CS6)C(=O)NCCC[S+](C)C)O. Cell line: COLO 205. Synergy scores: CSS=40.6, Synergy_ZIP=-1.55, Synergy_Bliss=-2.67, Synergy_Loewe=-19.9, Synergy_HSA=-3.57. (2) Drug 1: CC12CCC3C(C1CCC2=O)CC(=C)C4=CC(=O)C=CC34C. Drug 2: C1CC(C1)(C(=O)O)C(=O)O.[NH2-].[NH2-].[Pt+2]. Cell line: MCF7. Synergy scores: CSS=28.8, Synergy_ZIP=-7.41, Synergy_Bliss=-2.40, Synergy_Loewe=-1.44, Synergy_HSA=-0.752. (3) Drug 1: C1CCC(CC1)NC(=O)N(CCCl)N=O. Drug 2: CC1=CC=C(C=C1)C2=CC(=NN2C3=CC=C(C=C3)S(=O)(=O)N)C(F)(F)F. Cell line: SW-620. Synergy scores: CSS=24.6, Synergy_ZIP=-5.38, Synergy_Bliss=3.13, Synergy_Loewe=-3.86, Synergy_HSA=2.27. (4) Cell line: A498. Drug 1: C1=CN(C(=O)N=C1N)C2C(C(C(O2)CO)O)O.Cl. Drug 2: CC1=C(C(=CC=C1)Cl)NC(=O)C2=CN=C(S2)NC3=CC(=NC(=N3)C)N4CCN(CC4)CCO. Synergy scores: CSS=18.8, Synergy_ZIP=-7.96, Synergy_Bliss=-0.729, Synergy_Loewe=-1.69, Synergy_HSA=-1.44. (5) Drug 1: COC1=CC(=CC(=C1O)OC)C2C3C(COC3=O)C(C4=CC5=C(C=C24)OCO5)OC6C(C(C7C(O6)COC(O7)C8=CC=CS8)O)O. Drug 2: CC1=C(C=C(C=C1)C(=O)NC2=CC(=CC(=C2)C(F)(F)F)N3C=C(N=C3)C)NC4=NC=CC(=N4)C5=CN=CC=C5. Cell line: T-47D. Synergy scores: CSS=35.3, Synergy_ZIP=-6.29, Synergy_Bliss=-0.0484, Synergy_Loewe=-12.4, Synergy_HSA=0.0113. (6) Drug 1: C1=C(C(=O)NC(=O)N1)F. Drug 2: CC1=C(C(=O)C2=C(C1=O)N3CC4C(C3(C2COC(=O)N)OC)N4)N. Cell line: OVCAR3. Synergy scores: CSS=63.4, Synergy_ZIP=1.98, Synergy_Bliss=1.05, Synergy_Loewe=2.22, Synergy_HSA=2.66. (7) Drug 1: CNC(=O)C1=CC=CC=C1SC2=CC3=C(C=C2)C(=NN3)C=CC4=CC=CC=N4. Drug 2: CC(C)(C#N)C1=CC(=CC(=C1)CN2C=NC=N2)C(C)(C)C#N. Synergy scores: CSS=1.67, Synergy_ZIP=1.05, Synergy_Bliss=1.35, Synergy_Loewe=-0.292, Synergy_HSA=-0.949. Cell line: DU-145.